This data is from Forward reaction prediction with 1.9M reactions from USPTO patents (1976-2016). The task is: Predict the product of the given reaction. (1) Given the reactants Br[C:2]1[C:7]([O:8][CH3:9])=[CH:6][C:5]2[O:10][CH2:11][C:12]3[C:16]([C:17]([OH:19])=[O:18])=[N:15][N:14]([C:20]4[CH:24]=[CH:23][S:22][CH:21]=4)[C:13]=3[C:4]=2[CH:3]=1.[Na].[CH:26]1([S:29]([OH:31])=[O:30])[CH2:28][CH2:27]1.CNCCNC, predict the reaction product. The product is: [CH:26]1([S:29]([C:2]2[C:7]([O:8][CH3:9])=[CH:6][C:5]3[O:10][CH2:11][C:12]4[C:16]([C:17]([OH:19])=[O:18])=[N:15][N:14]([C:20]5[CH:24]=[CH:23][S:22][CH:21]=5)[C:13]=4[C:4]=3[CH:3]=2)(=[O:31])=[O:30])[CH2:28][CH2:27]1. (2) Given the reactants C[O:2][C:3](=[O:31])[CH2:4][O:5][C:6]1[CH:15]=[CH:14][C:13]([Cl:16])=[C:12]2[C:7]=1[C:8]([CH3:30])=[C:9]([CH2:21][C:22]1[CH:27]=[CH:26][C:25]([C:28]#[N:29])=[CH:24][CH:23]=1)[C:10]([O:17][CH:18]([F:20])[F:19])=[N:11]2.[OH-].[Li+], predict the reaction product. The product is: [Cl:16][C:13]1[CH:14]=[CH:15][C:6]([O:5][CH2:4][C:3]([OH:31])=[O:2])=[C:7]2[C:12]=1[N:11]=[C:10]([O:17][CH:18]([F:19])[F:20])[C:9]([CH2:21][C:22]1[CH:27]=[CH:26][C:25]([C:28]#[N:29])=[CH:24][CH:23]=1)=[C:8]2[CH3:30]. (3) The product is: [CH3:1][C:2]1[CH:10]=[CH:9][C:5]([C:6]([NH:18][C:19]2[CH:24]=[CH:23][C:22]([N:25]([CH2:33][CH2:34][N:35]3[CH:39]=[CH:38][CH:37]=[N:36]3)[C:26](=[O:32])[O:27][C:28]([CH3:31])([CH3:29])[CH3:30])=[CH:21][CH:20]=2)=[O:8])=[C:4]([N:11]2[CH2:16][CH2:15][CH:14]([CH3:17])[CH2:13][CH2:12]2)[CH:3]=1. Given the reactants [CH3:1][C:2]1[CH:10]=[CH:9][C:5]([C:6]([OH:8])=O)=[C:4]([N:11]2[CH2:16][CH2:15][CH:14]([CH3:17])[CH2:13][CH2:12]2)[CH:3]=1.[NH2:18][C:19]1[CH:24]=[CH:23][C:22]([N:25]([CH2:33][CH2:34][N:35]2[CH:39]=[CH:38][CH:37]=[N:36]2)[C:26](=[O:32])[O:27][C:28]([CH3:31])([CH3:30])[CH3:29])=[CH:21][CH:20]=1.ON1C2C=CC=CC=2N=N1.Cl.CN(C)CCCN=C=NCC, predict the reaction product. (4) Given the reactants [C:1]1([CH3:14])[CH:6]=[CH:5][C:4]([O:7][CH:8]2[CH2:13][CH2:12][NH:11][CH2:10][CH2:9]2)=[CH:3][CH:2]=1.[CH3:15][C@@H:16]1[CH2:20][O:19][C:18](=[O:21])[N:17]1[C:22]1[CH:30]=[CH:29][C:25]([C:26](O)=[O:27])=[CH:24][CH:23]=1, predict the reaction product. The product is: [CH3:15][C@@H:16]1[CH2:20][O:19][C:18](=[O:21])[N:17]1[C:22]1[CH:30]=[CH:29][C:25]([C:26]([N:11]2[CH2:12][CH2:13][CH:8]([O:7][C:4]3[CH:3]=[CH:2][C:1]([CH3:14])=[CH:6][CH:5]=3)[CH2:9][CH2:10]2)=[O:27])=[CH:24][CH:23]=1. (5) Given the reactants [OH:1][C@H:2]([CH2:6][CH2:7][CH2:8][CH2:9][CH2:10][CH2:11][CH2:12][CH2:13][CH2:14][CH2:15][CH3:16])[CH2:3][C:4]#[N:5].[O:17]1[CH:22]=[CH:21][CH2:20][CH2:19][CH2:18]1.O1CCCC1.C1(C)C=CC(S([O-])(=O)=O)=CC=1.[NH+]1C=CC=CC=1, predict the reaction product. The product is: [O:17]1[CH2:22][CH2:21][CH2:20][CH2:19][CH:18]1[O:1][C@H:2]([CH2:6][CH2:7][CH2:8][CH2:9][CH2:10][CH2:11][CH2:12][CH2:13][CH2:14][CH2:15][CH3:16])[CH2:3][C:4]#[N:5]. (6) Given the reactants [Cl:1][C:2]1[C:3]([C:23]2[N:27]3[CH:28]=[CH:29][CH:30]=[CH:31][C:26]3=[N:25][CH:24]=2)=[N:4][C:5]([NH:8][C:9]2[CH:14]=[CH:13][C:12]([N:15]3[CH2:20][CH2:19][NH:18][CH2:17][CH2:16]3)=[CH:11][C:10]=2[O:21][CH3:22])=[N:6][CH:7]=1.[CH3:32][C@@H:33]1[CH2:35][O:34]1, predict the reaction product. The product is: [Cl:1][C:2]1[C:3]([C:23]2[N:27]3[CH:28]=[CH:29][CH:30]=[CH:31][C:26]3=[N:25][CH:24]=2)=[N:4][C:5]([NH:8][C:9]2[CH:14]=[CH:13][C:12]([N:15]3[CH2:16][CH2:17][N:18]([CH2:32][C@H:33]([OH:34])[CH3:35])[CH2:19][CH2:20]3)=[CH:11][C:10]=2[O:21][CH3:22])=[N:6][CH:7]=1. (7) The product is: [CH2:14]([N:21]1[CH2:26][CH2:25][N:24]([CH2:2][C:3]2[NH:12][C:11](=[O:13])[C:10]3[C:5](=[CH:6][CH:7]=[CH:8][CH:9]=3)[N:4]=2)[C@@H:23]([CH2:27][CH:28]([CH3:30])[CH3:29])[CH2:22]1)[C:15]1[CH:16]=[CH:17][CH:18]=[CH:19][CH:20]=1. Given the reactants Cl[CH2:2][C:3]1[NH:12][C:11](=[O:13])[C:10]2[C:5](=[CH:6][CH:7]=[CH:8][CH:9]=2)[N:4]=1.[CH2:14]([N:21]1[CH2:26][CH2:25][NH:24][C@@H:23]([CH2:27][CH:28]([CH3:30])[CH3:29])[CH2:22]1)[C:15]1[CH:20]=[CH:19][CH:18]=[CH:17][CH:16]=1.C(=O)([O-])[O-].[K+].[K+], predict the reaction product. (8) Given the reactants [CH2:1]([NH:3][C:4]1[CH:9]=[CH:8][CH:7]=[CH:6][CH:5]=1)[CH3:2].[CH2:10]1[O:12][CH:11]1[CH2:13][OH:14].C(O)C, predict the reaction product. The product is: [CH2:1]([N:3]([C:4]1[CH:9]=[CH:8][CH:7]=[CH:6][CH:5]=1)[CH2:10][CH:11]([OH:12])[CH2:13][OH:14])[CH3:2].